This data is from Catalyst prediction with 721,799 reactions and 888 catalyst types from USPTO. The task is: Predict which catalyst facilitates the given reaction. (1) Reactant: [Br:1][C:2]1[CH:8]=[C:7]([F:9])[CH:6]=[CH:5][C:3]=1[NH2:4].[C:10]([CH2:12][C:13](O)=[O:14])#[N:11].Cl.CN(C)CCCN=C=NCC.N1(O)C2C=CC=CC=2N=N1.C(N(CC)CC)C. Product: [Br:1][C:2]1[CH:8]=[C:7]([F:9])[CH:6]=[CH:5][C:3]=1[NH:4][C:13](=[O:14])[CH2:12][C:10]#[N:11]. The catalyst class is: 434. (2) Reactant: [F:1][C:2]([F:7])([F:6])[C:3](O)=O.FC(F)(F)C(O)=O.FC(F)(F)C(O)=O.[CH:22]([C@:25]1([C:31]([N:33]2[CH2:38][CH2:37][N:36]([C:39]3[CH:40]=[N:41][CH:42]=C(C(F)(F)F)[CH:44]=3)[CH2:35][CH2:34]2)=[O:32])[CH2:29][CH2:28][C@@H:27]([NH2:30])[CH2:26]1)([CH3:24])[CH3:23].[CH3:49][CH:50]1[C:55](=O)[CH2:54][CH2:53][O:52][CH2:51]1.C(N(CC)CC)C.C(O[BH-](OC(=O)C)OC(=O)C)(=O)C.[Na+]. Product: [CH:22]([C@:25]1([C:31]([N:33]2[CH2:34][CH2:35][N:36]([C:39]3[CH:40]=[N:41][CH:42]=[C:3]([C:2]([F:7])([F:6])[F:1])[CH:44]=3)[CH2:37][CH2:38]2)=[O:32])[CH2:29][CH2:28][C@@H:27]([NH:30][CH:55]2[CH2:54][CH2:53][O:52][CH2:51][CH:50]2[CH3:49])[CH2:26]1)([CH3:24])[CH3:23]. The catalyst class is: 91. (3) Reactant: [CH2:1]([C:3]1[C:7]([C:8]2[N:12]([C:13]3[CH:18]=[CH:17][C:16]([O:19]C)=[CH:15][CH:14]=3)[C:11]3[CH:21]=[CH:22][CH:23]=[CH:24][C:10]=3[N:9]=2)=[CH:6][O:5][N:4]=1)[CH3:2].B(Br)(Br)Br. Product: [CH2:1]([C:3]1[C:7]([C:8]2[N:12]([C:13]3[CH:18]=[CH:17][C:16]([OH:19])=[CH:15][CH:14]=3)[C:11]3[CH:21]=[CH:22][CH:23]=[CH:24][C:10]=3[N:9]=2)=[CH:6][O:5][N:4]=1)[CH3:2]. The catalyst class is: 2. (4) Reactant: ClNC(=O)OCC.[F:8][C:9]([F:34])([F:33])[C:10]1[CH:32]=[CH:31][CH:30]=[CH:29][C:11]=1[O:12][CH:13]1[CH2:18][CH2:17][N:16]([C:19]2[S:20][CH:21]=[C:22]([CH:24]=[CH:25][C:26]([OH:28])=O)[N:23]=2)[CH2:15][CH2:14]1.CCN(CC)CC.[N-:42]=[N+:43]=[N-:44].[Na+]. Product: [F:33][C:9]([F:34])([F:8])[C:10]1[CH:32]=[CH:31][CH:30]=[CH:29][C:11]=1[O:12][CH:13]1[CH2:14][CH2:15][N:16]([C:19]2[S:20][CH:21]=[C:22]([CH:24]=[CH:25][C:26]([N:42]=[N+:43]=[N-:44])=[O:28])[N:23]=2)[CH2:17][CH2:18]1. The catalyst class is: 95. (5) Reactant: CS(C)=O.C(Cl)(=O)C(Cl)=O.[CH3:11][O:12][C:13]1[CH:18]=[CH:17][C:16]([CH2:19][CH2:20][OH:21])=[CH:15][CH:14]=1.C(N(CC)CC)C. Product: [CH3:11][O:12][C:13]1[CH:18]=[CH:17][C:16]([CH2:19][CH:20]=[O:21])=[CH:15][CH:14]=1. The catalyst class is: 46.